This data is from KCNQ2 potassium channel screen with 302,405 compounds. The task is: Binary Classification. Given a drug SMILES string, predict its activity (active/inactive) in a high-throughput screening assay against a specified biological target. (1) The compound is ClC(Cl)(Cl)C(Nc1c(cccc1)C)NC(=O)c1cccnc1. The result is 0 (inactive). (2) The compound is O(c1c([N+]([O-])=O)cc(cc1)C)CC(=O)NN\C=C1\c2c(N=C1)cccc2. The result is 0 (inactive). (3) The drug is FC(F)(F)c1cc(NC(=O)C(C)C)c(n2ccnc2)cc1. The result is 0 (inactive). (4) The compound is O=C(NC(Cc1[nH]cnc1)C(OC)=O)C1NC(=O)CC1. The result is 0 (inactive). (5) The drug is o1c(nc2ncccc12)c1cc(NC(=O)CCC)c(cc1)C. The result is 0 (inactive). (6) The molecule is O(c1cc(C(=O)Nc2cc3c(cc2)cccc3)ccc1)C. The result is 1 (active).